This data is from Catalyst prediction with 721,799 reactions and 888 catalyst types from USPTO. The task is: Predict which catalyst facilitates the given reaction. Product: [Cl:19][C:16]1[C:15]([C:20](=[O:30])[N:21]([CH2:22][CH2:23][CH2:24][CH3:25])[CH2:26][CH2:27][CH2:28][CH3:29])=[N:14][N:13]([C:10]2[CH:11]=[CH:12][C:7]([O:6][CH2:5][C:4]([OH:45])=[O:3])=[CH:8][C:9]=2[C:31]([N:33]2[C@H:42]([CH2:43][OH:44])[CH2:41][C:40]3[C:35](=[CH:36][CH:37]=[CH:38][CH:39]=3)[CH2:34]2)=[O:32])[C:17]=1[CH3:18]. The catalyst class is: 562. Reactant: C([O:3][C:4](=[O:45])[CH2:5][O:6][C:7]1[CH:12]=[CH:11][C:10]([N:13]2[C:17]([CH3:18])=[C:16]([Cl:19])[C:15]([C:20](=[O:30])[N:21]([CH2:26][CH2:27][CH2:28][CH3:29])[CH2:22][CH2:23][CH2:24][CH3:25])=[N:14]2)=[C:9]([C:31]([N:33]2[C@H:42]([CH2:43][OH:44])[CH2:41][C:40]3[C:35](=[CH:36][CH:37]=[CH:38][CH:39]=3)[CH2:34]2)=[O:32])[CH:8]=1)C.Cl.